From a dataset of Catalyst prediction with 721,799 reactions and 888 catalyst types from USPTO. Predict which catalyst facilitates the given reaction. Reactant: [CH:1]1[C:6]([C:7]2[C:16](=[O:17])[C:15]3[C:14](O)=[CH:13][C:12](O)=[CH:11][C:10]=3[O:9][CH:8]=2)=[CH:5][CH:4]=[C:3](O)[CH:2]=1.C([O-])([O-])=O.[K+].[K+].CI. Product: [O:9]1[C:10]2[C:15](=[CH:14][CH:13]=[CH:12][CH:11]=2)[C:16](=[O:17])[C:7]([C:6]2[CH:1]=[CH:2][CH:3]=[CH:4][CH:5]=2)=[CH:8]1. The catalyst class is: 21.